From a dataset of Forward reaction prediction with 1.9M reactions from USPTO patents (1976-2016). Predict the product of the given reaction. The product is: [CH3:1][O:2][C:3](=[O:11])[C:4]1[CH:9]=[CH:8][CH:7]=[N:6][C:5]=1[NH:10][C:23]([C:22]1[CH:26]=[CH:27][N:28]=[C:20]([Cl:19])[CH:21]=1)=[O:24]. Given the reactants [CH3:1][O:2][C:3](=[O:11])[C:4]1[CH:9]=[CH:8][CH:7]=[N:6][C:5]=1[NH2:10].C(N(CC)CC)C.[Cl:19][C:20]1[CH:21]=[C:22]([CH:26]=[CH:27][N:28]=1)[C:23](Cl)=[O:24], predict the reaction product.